Dataset: Peptide-MHC class II binding affinity with 134,281 pairs from IEDB. Task: Regression. Given a peptide amino acid sequence and an MHC pseudo amino acid sequence, predict their binding affinity value. This is MHC class II binding data. (1) The peptide sequence is QPFLGLCAFLATRIFK. The MHC is DRB3_0202 with pseudo-sequence DRB3_0202. The binding affinity (normalized) is 0. (2) The peptide sequence is KAFAEGLSGEPKGGA. The MHC is HLA-DQA10102-DQB10602 with pseudo-sequence HLA-DQA10102-DQB10602. The binding affinity (normalized) is 0.484. (3) The peptide sequence is STGGAYESYKFIPALEAAVK. The MHC is DRB1_0901 with pseudo-sequence DRB1_0901. The binding affinity (normalized) is 0.853. (4) The peptide sequence is VSKAPQLVPKLDEVY. The MHC is HLA-DQA10101-DQB10501 with pseudo-sequence HLA-DQA10101-DQB10501. The binding affinity (normalized) is 0.330. (5) The peptide sequence is YGRIAECILGMNPSR. The MHC is HLA-DPA10201-DPB10501 with pseudo-sequence HLA-DPA10201-DPB10501. The binding affinity (normalized) is 0.763. (6) The peptide sequence is YALAASALVEAAA. The MHC is HLA-DQA10501-DQB10301 with pseudo-sequence HLA-DQA10501-DQB10301. The binding affinity (normalized) is 0.660. (7) The peptide sequence is GLVGAVGGTATAGAF. The MHC is HLA-DPA10301-DPB10402 with pseudo-sequence HLA-DPA10301-DPB10402. The binding affinity (normalized) is 0.0751. (8) The peptide sequence is QVYPRSWSAVMLTFD. The MHC is HLA-DQA10301-DQB10302 with pseudo-sequence HLA-DQA10301-DQB10302. The binding affinity (normalized) is 0.587. (9) The peptide sequence is LVAGPAGSYAADLGY. The MHC is HLA-DPA10301-DPB10402 with pseudo-sequence HLA-DPA10301-DPB10402. The binding affinity (normalized) is 0.222.